The task is: Predict the reaction yield, written as a fraction of the theoretical maximum amount of product (1.0 means a 100% yield; for example, 0.34 means a 34% yield).. This data is from Reaction yield outcomes from USPTO patents with 853,638 reactions. (1) The reactants are [CH2:1]([N:8]1[C:16]2[C:15]([O:17][C:18]3[C:23]([CH3:24])=[CH:22][C:21]([N+:25]([O-:27])=[O:26])=[CH:20][C:19]=3[CH3:28])=[N:14][C:13](Cl)=[N:12][C:11]=2[CH:10]=[CH:9]1)[C:2]1[CH:7]=[CH:6][CH:5]=[CH:4][CH:3]=1.[NH2:30][C:31]1[CH:38]=[CH:37][C:34]([C:35]#[N:36])=[CH:33][CH:32]=1.C(O)(C(F)(F)F)=O. The catalyst is O. The product is [CH2:1]([N:8]1[C:16]2[C:15]([O:17][C:18]3[C:23]([CH3:24])=[CH:22][C:21]([N+:25]([O-:27])=[O:26])=[CH:20][C:19]=3[CH3:28])=[N:14][C:13]([NH:30][C:31]3[CH:38]=[CH:37][C:34]([C:35]#[N:36])=[CH:33][CH:32]=3)=[N:12][C:11]=2[CH:10]=[CH:9]1)[C:2]1[CH:7]=[CH:6][CH:5]=[CH:4][CH:3]=1. The yield is 0.600. (2) The reactants are [CH3:1][N:2]([CH2:13][C:14]1[NH:18][C:17]2[CH:19]=[CH:20][CH:21]=[C:22]([C:23](OC)=[O:24])[C:16]=2[N:15]=1)[CH:3]1[C:12]2[N:11]=[CH:10][CH:9]=[CH:8][C:7]=2[CH2:6][CH2:5][CH2:4]1.[N:27]1([CH:33]([CH3:36])[CH2:34][NH2:35])[CH2:32][CH2:31][CH2:30][CH2:29][CH2:28]1. The catalyst is CN(C)C=O. The product is [CH3:1][N:2]([CH2:13][C:14]1[NH:18][C:17]2[CH:19]=[CH:20][CH:21]=[C:22]([C:23]([NH:35][CH2:34][CH:33]([N:27]3[CH2:32][CH2:31][CH2:30][CH2:29][CH2:28]3)[CH3:36])=[O:24])[C:16]=2[N:15]=1)[CH:3]1[C:12]2[N:11]=[CH:10][CH:9]=[CH:8][C:7]=2[CH2:6][CH2:5][CH2:4]1. The yield is 0.0500. (3) The reactants are [OH-].[K+].[CH3:3][N:4]([CH3:19])[CH2:5][CH2:6][O:7][C:8]1[CH:12]=[C:11]([C:13]([O:15]CC)=[O:14])[N:10]([CH3:18])[N:9]=1.Cl. The product is [CH3:3][N:4]([CH3:19])[CH2:5][CH2:6][O:7][C:8]1[CH:12]=[C:11]([C:13]([OH:15])=[O:14])[N:10]([CH3:18])[N:9]=1. The catalyst is CCO. The yield is 0.830. (4) The reactants are [F:1][CH:2]([F:23])[O:3][C:4]1[CH:9]=[CH:8][C:7]([C:10]2[CH:11]=[C:12]3[C:16](=[CH:17][CH:18]=2)[C:15](=[O:19])[O:14][CH2:13]3)=[C:6]([OH:20])[C:5]=1[O:21][CH3:22].C(=O)([O-])[O-].[K+].[K+].Br[CH2:31][C:32]1([CH2:36][OH:37])[CH2:35][O:34][CH2:33]1. The catalyst is C(#N)C. The product is [F:23][CH:2]([F:1])[O:3][C:4]1[CH:9]=[CH:8][C:7]([C:10]2[CH:11]=[C:12]3[C:16](=[CH:17][CH:18]=2)[C:15](=[O:19])[O:14][CH2:13]3)=[C:6]([O:20][CH2:31][C:32]2([CH2:36][OH:37])[CH2:35][O:34][CH2:33]2)[C:5]=1[O:21][CH3:22]. The yield is 0.288. (5) The reactants are [CH3:1][C:2]1([CH3:12])[NH:7][CH2:6][C:5]2C=CC=C[C:4]=2O1.[H-].[H-].[H-].[H-].[Li+].[Al+3].[CH2:19]1[CH2:23][O:22][CH2:21][CH2:20]1. No catalyst specified. The product is [CH:2]([NH:7][C:6]1[CH:5]=[CH:4][CH:21]=[CH:20][C:19]=1[CH2:23][OH:22])([CH3:12])[CH3:1]. The yield is 0.950. (6) The catalyst is C(Cl)Cl. The yield is 0.846. The product is [F:1][C:2]1[C:7]2[N:8]=[N:9][S:10][C:6]=2[CH:5]=[C:4]([C:11]([NH:13][O:14][CH2:15][CH2:16][OH:17])=[O:12])[C:3]=1[NH:20][C:21]1[CH:26]=[CH:25][C:24]([I:27])=[CH:23][C:22]=1[F:28]. The reactants are [F:1][C:2]1[C:7]2[N:8]=[N:9][S:10][C:6]=2[CH:5]=[C:4]([C:11]([NH:13][O:14][CH2:15][CH2:16][O:17]C=C)=[O:12])[C:3]=1[NH:20][C:21]1[CH:26]=[CH:25][C:24]([I:27])=[CH:23][C:22]=1[F:28].Cl.C([O-])(O)=O.[Na+]. (7) The reactants are [H-].[Na+].[CH3:3][C:4]1([CH3:16])[C:8]([CH3:10])([CH3:9])[O:7][B:6]([C:11]2[CH:12]=[N:13][NH:14][CH:15]=2)[O:5]1.[CH:17]1([CH2:20]Br)[CH2:19][CH2:18]1.[Cl-].[NH4+]. The catalyst is CN(C)C=O. The product is [CH:17]1([CH2:20][N:14]2[CH:15]=[C:11]([B:6]3[O:7][C:8]([CH3:9])([CH3:10])[C:4]([CH3:16])([CH3:3])[O:5]3)[CH:12]=[N:13]2)[CH2:19][CH2:18]1. The yield is 0.490. (8) The reactants are [NH2:1][C:2]1[S:6][C:5]2[CH2:7][CH2:8][CH2:9][CH2:10][C:4]=2[C:3]=1[C:11]([NH:13][CH3:14])=[O:12].C(=O)([O-])[O-].[K+].[K+].[Cl:21][CH2:22][CH2:23][C:24](Cl)=[O:25].CCCCCCC. The catalyst is C1COCC1. The product is [Cl:21][CH2:22][CH2:23][C:24]([NH:1][C:2]1[S:6][C:5]2[CH2:7][CH2:8][CH2:9][CH2:10][C:4]=2[C:3]=1[C:11]([NH:13][CH3:14])=[O:12])=[O:25]. The yield is 0.440. (9) The reactants are [NH2:1][S:2]([C:5]1[CH:10]=[CH:9][C:8](B(O)O)=[CH:7][CH:6]=1)(=[O:4])=[O:3].C(=O)([O-])[O-].[K+].[K+].Br[C:21]1[CH:22]=[C:23]([C:29]2[S:33][C:32]([C:34]([O:36][CH3:37])=[O:35])=[C:31]([CH3:38])[C:30]=2[CH3:39])[CH:24]=[CH:25][C:26]=1[O:27][CH3:28].C(O)C. The catalyst is C1(C)C=CC=CC=1. The product is [CH3:28][O:27][C:26]1[C:25]([C:8]2[CH:9]=[CH:10][C:5]([S:2](=[O:4])(=[O:3])[NH2:1])=[CH:6][CH:7]=2)=[CH:24][C:23]([C:29]2[S:33][C:32]([C:34]([O:36][CH3:37])=[O:35])=[C:31]([CH3:38])[C:30]=2[CH3:39])=[CH:22][CH:21]=1. The yield is 0.212.